This data is from Full USPTO retrosynthesis dataset with 1.9M reactions from patents (1976-2016). The task is: Predict the reactants needed to synthesize the given product. (1) Given the product [C:16]([Cl:15])(=[O:18])[O:8][CH2:7][CH2:6][O:5][C:1]([CH3:4])([CH3:3])[CH3:2], predict the reactants needed to synthesize it. The reactants are: [C:1]([O:5][CH2:6][CH2:7][OH:8])([CH3:4])([CH3:3])[CH3:2].N1C=CC=CC=1.[Cl:15][C:16](Cl)([O:18]C(=O)OC(Cl)(Cl)Cl)Cl. (2) Given the product [CH3:35][N:2]([CH3:1])[C:3]([C:5]1[CH:6]=[C:7]([CH2:31][C:32]([O:34][CH2:37][C@@:38]2([C:49]([O:51][CH2:52][CH3:53])=[O:50])[C:46]3[C:41](=[CH:42][CH:43]=[CH:44][CH:45]=3)[C:40](=[O:47])[N:39]2[CH3:48])=[O:33])[CH:8]=[CH:9][C:10]=1[NH:11][C:12]([C:14]1[CH:19]=[CH:18][CH:17]=[C:16]([CH3:20])[C:15]=1[C:21]1[CH:26]=[CH:25][C:24]([C:27]([F:29])([F:28])[F:30])=[CH:23][CH:22]=1)=[O:13])=[O:4], predict the reactants needed to synthesize it. The reactants are: [CH3:1][N:2]([CH3:35])[C:3]([C:5]1[CH:6]=[C:7]([CH2:31][C:32]([OH:34])=[O:33])[CH:8]=[CH:9][C:10]=1[NH:11][C:12]([C:14]1[CH:19]=[CH:18][CH:17]=[C:16]([CH3:20])[C:15]=1[C:21]1[CH:26]=[CH:25][C:24]([C:27]([F:30])([F:29])[F:28])=[CH:23][CH:22]=1)=[O:13])=[O:4].O[CH2:37][C@@:38]1([C:49]([O:51][CH2:52][CH3:53])=[O:50])[C:46]2[C:41](=[CH:42][CH:43]=[CH:44][CH:45]=2)[C:40](=[O:47])[N:39]1[CH3:48].C(N=C=NCCCN(C)C)C.Cl.